Dataset: TCR-epitope binding with 47,182 pairs between 192 epitopes and 23,139 TCRs. Task: Binary Classification. Given a T-cell receptor sequence (or CDR3 region) and an epitope sequence, predict whether binding occurs between them. (1) The epitope is VLWAHGFEL. The TCR CDR3 sequence is CASSPSGGAYNEQFF. Result: 0 (the TCR does not bind to the epitope). (2) The epitope is KAYNVTQAF. The TCR CDR3 sequence is CASSDRFRGETQYF. Result: 1 (the TCR binds to the epitope). (3) The epitope is FLPRVFSAV. The TCR CDR3 sequence is CASSQFLAGIKETQYF. Result: 1 (the TCR binds to the epitope). (4) The epitope is KAYNVTQAF. The TCR CDR3 sequence is CASSLDTGGGEQFF. Result: 0 (the TCR does not bind to the epitope). (5) The epitope is SEVGPEHSLAEY. The TCR CDR3 sequence is CASSERTGTGGLGGELFF. Result: 0 (the TCR does not bind to the epitope). (6) The epitope is IPRRNVATL. The TCR CDR3 sequence is CASSLRRHYNEQFF. Result: 0 (the TCR does not bind to the epitope). (7) The epitope is YLDAYNMMI. The TCR CDR3 sequence is CASSHLNSGNTDTQYF. Result: 0 (the TCR does not bind to the epitope). (8) The epitope is LLLGIGILV. The TCR CDR3 sequence is CASSPGTTNTEAFF. Result: 1 (the TCR binds to the epitope). (9) The epitope is FADDLNQLTGY. The TCR CDR3 sequence is CASSQEAESSYEQYF. Result: 0 (the TCR does not bind to the epitope).